This data is from Catalyst prediction with 721,799 reactions and 888 catalyst types from USPTO. The task is: Predict which catalyst facilitates the given reaction. (1) Reactant: [C:1]([N:4]1[C@:8]([CH2:15][CH2:16][CH:17]([NH:20]CC2C=CC=CC=2)[CH2:18][F:19])([C:9]2[CH:14]=[CH:13][CH:12]=[CH:11][CH:10]=2)[CH2:7][C:6]([C:28]2[CH:33]=[C:32]([F:34])[CH:31]=[CH:30][C:29]=2[F:35])=[N:5]1)(=[O:3])[CH3:2]. Product: [C:1]([N:4]1[C@:8]([CH2:15][CH2:16][CH:17]([NH2:20])[CH2:18][F:19])([C:9]2[CH:10]=[CH:11][CH:12]=[CH:13][CH:14]=2)[CH2:7][C:6]([C:28]2[CH:33]=[C:32]([F:34])[CH:31]=[CH:30][C:29]=2[F:35])=[N:5]1)(=[O:3])[CH3:2]. The catalyst class is: 5. (2) Reactant: Cl[C:2]1[C:12]([N+:13]([O-:15])=[O:14])=[CH:11][C:5]([C:6]([O:8][CH2:9][CH3:10])=[O:7])=[CH:4][N:3]=1.[CH3:16][O:17][CH2:18][CH2:19][CH2:20][NH2:21]. Product: [CH3:16][O:17][CH2:18][CH2:19][CH2:20][NH:21][C:2]1[C:12]([N+:13]([O-:15])=[O:14])=[CH:11][C:5]([C:6]([O:8][CH2:9][CH3:10])=[O:7])=[CH:4][N:3]=1. The catalyst class is: 1. (3) Reactant: [N:1]([C@@H:4]1[CH2:8][CH2:7][N:6]([C:9](=[O:23])[C@@H:10]([NH:15]C(OC(C)(C)C)=O)[C:11]([CH3:14])([CH3:13])[CH3:12])[C@@H:5]1[C:24]([NH:26][C@@H:27]([CH2:32][C:33]1[CH:42]=[CH:41][C:40]2[C:35](=[CH:36][CH:37]=[CH:38][CH:39]=2)[CH:34]=1)[C:28]([O:30][CH3:31])=[O:29])=[O:25])=[N+:2]=[N-:3].Cl. Product: [NH2:15][C@@H:10]([C:11]([CH3:14])([CH3:13])[CH3:12])[C:9]([N:6]1[CH2:7][CH2:8][C@@H:4]([N:1]=[N+:2]=[N-:3])[C@H:5]1[C:24]([NH:26][C@@H:27]([CH2:32][C:33]1[CH:42]=[CH:41][C:40]2[C:35](=[CH:36][CH:37]=[CH:38][CH:39]=2)[CH:34]=1)[C:28]([O:30][CH3:31])=[O:29])=[O:25])=[O:23]. The catalyst class is: 135. (4) Reactant: [C:1]([NH:4][C@H:5]([CH2:11][C:12]1[CH:13]=[N:14][CH:15]=[CH:16][CH:17]=1)[C:6](OCC)=[O:7])(=[O:3])[CH3:2].[BH4-].[Na+].Cl. Product: [OH:7][CH2:6][C@H:5]([NH:4][C:1](=[O:3])[CH3:2])[CH2:11][C:12]1[CH:13]=[N:14][CH:15]=[CH:16][CH:17]=1. The catalyst class is: 40. (5) Reactant: [CH3:1][O:2][C:3]([C:5]1[CH:6]2[N:12]([C:13]([O:15][C:16]([CH3:19])([CH3:18])[CH3:17])=[O:14])[CH:9]([CH2:10][CH:11]=1)[CH2:8][CH2:7]2)=[O:4]. Product: [CH3:1][O:2][C:3]([CH:5]1[CH2:11][CH2:10][CH:9]2[N:12]([C:13]([O:15][C:16]([CH3:19])([CH3:18])[CH3:17])=[O:14])[CH:6]1[CH2:7][CH2:8]2)=[O:4]. The catalyst class is: 29. (6) Reactant: [C:1]([O:5][C:6]([N:8]1[CH2:13][CH2:12][N:11]([C:14](=[O:24])[CH:15]=[CH:16][C:17]2[CH:22]=[CH:21][CH:20]=[C:19]([Cl:23])[CH:18]=2)[CH:10]([C:25]([OH:27])=[O:26])[CH2:9]1)=[O:7])([CH3:4])([CH3:3])[CH3:2].IC.[C:30](=O)([O-])[O-].[K+].[K+]. Product: [CH3:30][O:26][C:25]([CH:10]1[N:11]([C:14](=[O:24])[CH:15]=[CH:16][C:17]2[CH:22]=[CH:21][CH:20]=[C:19]([Cl:23])[CH:18]=2)[CH2:12][CH2:13][N:8]([C:6]([O:5][C:1]([CH3:4])([CH3:2])[CH3:3])=[O:7])[CH2:9]1)=[O:27]. The catalyst class is: 3. (7) Reactant: [C:1]([C:5]1[CH:10]=[CH:9][C:8]([C@@H:11]([NH:13][C:14]([C:16]2[CH:17]=[C:18]3[C:22](=[CH:23][CH:24]=2)[N:21]([CH:25]([C:27]2[CH:39]=[CH:38][C:30]([O:31][C@@H:32]([CH3:37])[C:33]([O:35]C)=[O:34])=[CH:29][CH:28]=2)[CH3:26])[C:20]([CH3:40])=[C:19]3[CH3:41])=[O:15])[CH3:12])=[CH:7][CH:6]=1)([CH3:4])([CH3:3])[CH3:2].[OH-].[Na+]. Product: [C:1]([C:5]1[CH:6]=[CH:7][C:8]([C@@H:11]([NH:13][C:14]([C:16]2[CH:17]=[C:18]3[C:22](=[CH:23][CH:24]=2)[N:21]([CH:25]([C:27]2[CH:28]=[CH:29][C:30]([O:31][C@@H:32]([CH3:37])[C:33]([OH:35])=[O:34])=[CH:38][CH:39]=2)[CH3:26])[C:20]([CH3:40])=[C:19]3[CH3:41])=[O:15])[CH3:12])=[CH:9][CH:10]=1)([CH3:3])([CH3:2])[CH3:4]. The catalyst class is: 475.